This data is from Reaction yield outcomes from USPTO patents with 853,638 reactions. The task is: Predict the reaction yield, written as a fraction of the theoretical maximum amount of product (1.0 means a 100% yield; for example, 0.34 means a 34% yield). (1) The reactants are [F:1][C:2]([F:15])([F:14])[S:3]([O:6]S(C(F)(F)F)(=O)=O)(=[O:5])=[O:4].[C:16](=O)(OC)OC. No catalyst specified. The product is [F:1][C:2]([F:15])([F:14])[S:3]([O:6][CH3:16])(=[O:5])=[O:4]. The yield is 0.991. (2) The reactants are [Cl:1][C:2]1[N:7]=[C:6]([N:8]([C@@H:17]2[CH2:21][CH2:20][C:19]([F:23])([F:22])[CH2:18]2)[CH2:9][C:10]([CH3:16])([CH3:15])[C:11]([O:13]C)=O)[C:5]([N+:24]([O-])=O)=[CH:4][N:3]=1. The catalyst is C(O)(=O)C.[Fe]. The product is [Cl:1][C:2]1[N:3]=[CH:4][C:5]2[NH:24][C:11](=[O:13])[C:10]([CH3:16])([CH3:15])[CH2:9][N:8]([C@@H:17]3[CH2:21][CH2:20][C:19]([F:22])([F:23])[CH2:18]3)[C:6]=2[N:7]=1. The yield is 0.720. (3) The reactants are Br[CH:2]([C:14]1[CH:19]=[CH:18][CH:17]=[CH:16][CH:15]=1)[C:3]([C:5]1[C:13]2[C:8](=[CH:9][CH:10]=[CH:11][CH:12]=2)[NH:7][CH:6]=1)=[O:4].[CH3:20][O:21][C:22]1[CH:27]=[C:26]([O:28][CH3:29])[N:25]=[C:24]([NH2:30])[N:23]=1. The catalyst is C(#N)C. The product is [CH3:20][O:21][C:22]1[CH:27]=[C:26]([O:28][CH3:29])[N:25]=[C:24]([NH:30][CH:2]([C:14]2[CH:19]=[CH:18][CH:17]=[CH:16][CH:15]=2)[C:3]([C:5]2[C:13]3[C:8](=[CH:9][CH:10]=[CH:11][CH:12]=3)[NH:7][CH:6]=2)=[O:4])[N:23]=1. The yield is 0.160. (4) The reactants are [CH3:1][C:2]([CH3:8])([CH3:7])[CH2:3][C:4](Cl)=[O:5].C(N(CC)CC)C.[C:16]1([SH:22])[CH:21]=[CH:20][CH:19]=[CH:18][CH:17]=1.CCCC(C)C.C(OCC)(=O)C. The catalyst is C1(C)C=CC=CC=1. The product is [CH3:1][C:2]([CH3:8])([CH3:7])[CH2:3][C:4](=[O:5])[S:22][C:16]1[CH:21]=[CH:20][CH:19]=[CH:18][CH:17]=1. The yield is 0.900. (5) The reactants are [CH3:1][C:2]1([CH3:23])[O:6][C:5](=[O:7])[N:4]([C:8]2[CH:16]=[CH:15][C:11]([C:12](O)=[O:13])=[CH:10][CH:9]=2)[C@H:3]1[C:17]1[CH:22]=[CH:21][CH:20]=[CH:19][CH:18]=1.C(N(C(C)C)C(C)C)C.CN(C(ON1N=NC2C=CC=NC1=2)=[N+](C)C)C.F[P-](F)(F)(F)(F)F.[NH:57]([C:59]1[CH:64]=[C:63]([I:65])[CH:62]=[CH:61][N:60]=1)[NH2:58]. The catalyst is CN(C=O)C.O. The product is [CH3:1][C:2]1([CH3:23])[O:6][C:5](=[O:7])[N:4]([C:8]2[CH:9]=[CH:10][C:11]([C:12]([NH:58][NH:57][C:59]3[CH:64]=[C:63]([I:65])[CH:62]=[CH:61][N:60]=3)=[O:13])=[CH:15][CH:16]=2)[C@H:3]1[C:17]1[CH:18]=[CH:19][CH:20]=[CH:21][CH:22]=1. The yield is 0.601.